Dataset: Forward reaction prediction with 1.9M reactions from USPTO patents (1976-2016). Task: Predict the product of the given reaction. (1) Given the reactants [N:1]1([C:6]2[CH:11]=[CH:10][C:9]([CH2:12][C@@H:13]([NH:17][C:18]3[CH:23]=[C:22](Br)[C:21]([C:25]#[N:26])=[CH:20][C:19]=3[F:27])[C:14]([NH2:16])=[O:15])=[CH:8][CH:7]=2)[CH:5]=[CH:4][N:3]=[CH:2]1.Cl.[NH2:29][C:30]1[S:34][N:33]=[C:32]([CH3:35])[CH:31]=1.C([O-])([O-])=O.[K+].[K+].C1C=CC(P(C2C(C3C(P(C4C=CC=CC=4)C4C=CC=CC=4)=CC=C4C=3C=CC=C4)=C3C(C=CC=C3)=CC=2)C2C=CC=CC=2)=CC=1, predict the reaction product. The product is: [N:1]1([C:6]2[CH:11]=[CH:10][C:9]([CH2:12][C@@H:13]([NH:17][C:18]3[CH:23]=[C:22]([NH:29][C:30]4[S:34][N:33]=[C:32]([CH3:35])[CH:31]=4)[C:21]([C:25]#[N:26])=[CH:20][C:19]=3[F:27])[C:14]([NH2:16])=[O:15])=[CH:8][CH:7]=2)[CH:5]=[CH:4][N:3]=[CH:2]1. (2) Given the reactants [CH2:1]([N:8]1[CH2:13][CH2:12][C:11](=O)[CH:10]([C:15]2[CH:20]=[CH:19][C:18]([Cl:21])=[CH:17][CH:16]=2)[CH2:9]1)[C:2]1[CH:7]=[CH:6][CH:5]=[CH:4][CH:3]=1.[NH:22]1[CH2:27][CH2:26][O:25][CH2:24][CH2:23]1.C([BH3-])#N.[Na+], predict the reaction product. The product is: [CH2:1]([N:8]1[CH2:13][CH2:12][C@H:11]([N:22]2[CH2:27][CH2:26][O:25][CH2:24][CH2:23]2)[C@H:10]([C:15]2[CH:20]=[CH:19][C:18]([Cl:21])=[CH:17][CH:16]=2)[CH2:9]1)[C:2]1[CH:7]=[CH:6][CH:5]=[CH:4][CH:3]=1. (3) The product is: [CH3:1][O:2][CH2:3][CH2:4][N:5]1[C:9]2[C:10]3[O:11][CH:12]([C:22]4[CH:23]=[CH:24][CH:25]=[CH:26][CH:27]=4)[CH2:13][CH2:14][C:15]=3[C:16]([C:18]([OH:20])=[O:19])=[CH:17][C:8]=2[N:7]=[C:6]1[CH3:28]. Given the reactants [CH3:1][O:2][CH2:3][CH2:4][N:5]1[C:9]2[C:10]3[O:11][CH:12]([C:22]4[CH:27]=[CH:26][CH:25]=[CH:24][CH:23]=4)[CH2:13][CH2:14][C:15]=3[C:16]([C:18]([O:20]C)=[O:19])=[CH:17][C:8]=2[N:7]=[C:6]1[CH3:28].[OH-].[Na+].Cl, predict the reaction product. (4) Given the reactants [C:1]([O:5][C:6]([NH:8][C:9]([N:18]1[CH2:27][CH2:26][C:25]2[C:20](=[CH:21][C:22]([O:28][CH2:29][CH:30]3[CH2:35][CH2:34][NH:33][CH2:32][CH2:31]3)=[CH:23][CH:24]=2)[CH2:19]1)=[N:10][C:11]([O:13][C:14]([CH3:17])([CH3:16])[CH3:15])=[O:12])=[O:7])([CH3:4])([CH3:3])[CH3:2].C(N(CC)CC)C.Cl[C:44]1[CH:49]=[CH:48][C:47]([N+:50]([O-:52])=[O:51])=[CH:46][N:45]=1, predict the reaction product. The product is: [C:14]([O:13][C:11]([NH:10][C:9]([N:18]1[CH2:27][CH2:26][C:25]2[C:20](=[CH:21][C:22]([O:28][CH2:29][CH:30]3[CH2:35][CH2:34][N:33]([C:44]4[CH:49]=[CH:48][C:47]([N+:50]([O-:52])=[O:51])=[CH:46][N:45]=4)[CH2:32][CH2:31]3)=[CH:23][CH:24]=2)[CH2:19]1)=[N:8][C:6]([O:5][C:1]([CH3:2])([CH3:3])[CH3:4])=[O:7])=[O:12])([CH3:17])([CH3:16])[CH3:15]. (5) Given the reactants [N:1]1[CH:6]=[CH:5][CH:4]=[C:3]2[CH2:7][CH2:8][CH2:9][CH2:10][CH:11]([O:12]C(=O)C)[C:2]=12.C([O-])([O-])=O.[K+].[K+].O, predict the reaction product. The product is: [N:1]1[CH:6]=[CH:5][CH:4]=[C:3]2[CH2:7][CH2:8][CH2:9][CH2:10][CH:11]([OH:12])[C:2]=12.